From a dataset of Reaction yield outcomes from USPTO patents with 853,638 reactions. Predict the reaction yield, written as a fraction of the theoretical maximum amount of product (1.0 means a 100% yield; for example, 0.34 means a 34% yield). The reactants are [NH2:1][CH2:2][C:3]1[CH:4]=[C:5]([C:10]2[CH:15]=[CH:14][CH:13]=[C:12]([CH2:16][N:17]3[CH2:22][CH2:21][N:20](C(OC(C)(C)C)=O)[C@@H:19]([CH3:30])[CH2:18]3)[CH:11]=2)[CH:6]=[CH:7][C:8]=1[F:9].[C:31]([C:34]1[CH:35]=[C:36]([CH:40]=[CH:41][CH:42]=1)[C:37](O)=[O:38])(=[O:33])[CH3:32].CN(C(ON1N=NC2C=CC=NC1=2)=[N+](C)C)C.F[P-](F)(F)(F)(F)F.C(N(C(C)C)CC)(C)C. The catalyst is CN(C=O)C. The product is [C:31]([C:34]1[CH:35]=[C:36]([CH:40]=[CH:41][CH:42]=1)[C:37]([NH:1][CH2:2][C:3]1[CH:4]=[C:5]([C:10]2[CH:15]=[CH:14][CH:13]=[C:12]([CH2:16][N:17]3[CH2:22][CH2:21][NH:20][C@@H:19]([CH3:30])[CH2:18]3)[CH:11]=2)[CH:6]=[CH:7][C:8]=1[F:9])=[O:38])(=[O:33])[CH3:32]. The yield is 0.354.